This data is from CYP2C9 inhibition data for predicting drug metabolism from PubChem BioAssay. The task is: Regression/Classification. Given a drug SMILES string, predict its absorption, distribution, metabolism, or excretion properties. Task type varies by dataset: regression for continuous measurements (e.g., permeability, clearance, half-life) or binary classification for categorical outcomes (e.g., BBB penetration, CYP inhibition). Dataset: cyp2c9_veith. (1) The drug is Cn1cc(-c2nc3cnc(N4CCNCC4)nc3n(C)c2=O)c2ccccc21. The result is 1 (inhibitor). (2) The molecule is O=C1c2ccccc2C(=O)N1c1ccc2nc(-c3ccc(Br)o3)[nH]c2c1. The result is 1 (inhibitor). (3) The compound is CCOC(=O)COc1ccc(/C=C/[N+](=O)[O-])c(OCC(=O)OCC)c1. The result is 1 (inhibitor). (4) The result is 0 (non-inhibitor). The compound is COc1ccccc1CNc1ncncc1-c1ccccc1Cl. (5) The result is 0 (non-inhibitor). The drug is NC(N)=NS(=O)(=O)c1ccc(N)cc1. (6) The molecule is O=C(NNC(=O)c1ccncc1)c1ccncc1. The result is 0 (non-inhibitor). (7) The compound is Cc1cccc(NC(N)=S)c1. The result is 0 (non-inhibitor).